This data is from Full USPTO retrosynthesis dataset with 1.9M reactions from patents (1976-2016). The task is: Predict the reactants needed to synthesize the given product. (1) Given the product [NH2:14][C:8]1[CH:9]=[CH:10][C:11]([Cl:13])=[CH:12][C:7]=1[C:5]([C:4]1[CH:23]=[CH:24][CH:25]=[CH:26][C:3]=1[CH2:2][N:28]([CH3:29])[CH3:27])=[O:6], predict the reactants needed to synthesize it. The reactants are: Br[CH2:2][C:3]1[CH:26]=[CH:25][CH:24]=[CH:23][C:4]=1[C:5]([C:7]1[CH:12]=[C:11]([Cl:13])[CH:10]=[CH:9][C:8]=1[NH:14]C(=O)C1C=CC=CC=1)=[O:6].[CH3:27][NH:28][CH3:29].[OH-].[K+]. (2) Given the product [Br:10][C:8]1[CH:9]=[C:4]([C:1]([OH:3])([CH3:2])[C:12]([F:14])([F:13])[F:11])[CH:5]=[N:6][CH:7]=1, predict the reactants needed to synthesize it. The reactants are: [C:1]([C:4]1[CH:5]=[N:6][CH:7]=[C:8]([Br:10])[CH:9]=1)(=[O:3])[CH3:2].[F:11][C:12]([Si](C)(C)C)([F:14])[F:13].O1CCCC1.[F-].C([N+](CCCC)(CCCC)CCCC)CCC. (3) The reactants are: [CH3:1][O:2][C:3]1[C:4]([NH2:10])=[C:5]([NH2:9])[CH:6]=[CH:7][CH:8]=1.[CH3:11][C:12]1[C:13]([N:17]=[C:18]=[S:19])=[CH:14][S:15][CH:16]=1.C1(C)C=CC=CC=1.C(OCC)(=O)C. Given the product [NH2:10][C:4]1[C:3]([O:2][CH3:1])=[CH:8][CH:7]=[CH:6][C:5]=1[NH:9][C:18]([NH:17][C:13]1[C:12]([CH3:11])=[CH:16][S:15][CH:14]=1)=[S:19], predict the reactants needed to synthesize it.